This data is from Full USPTO retrosynthesis dataset with 1.9M reactions from patents (1976-2016). The task is: Predict the reactants needed to synthesize the given product. (1) The reactants are: [C:1]([O:5][C:6]([N:8]1[CH2:13][CH2:12][CH:11]([NH:14][C:15]2[C:20]([NH2:21])=[CH:19][N:18]=[C:17]3[N:22]([S:25]([C:28]4[CH:33]=[CH:32][CH:31]=[CH:30][CH:29]=4)(=[O:27])=[O:26])[CH:23]=[CH:24][C:16]=23)[CH2:10][CH2:9]1)=[O:7])([CH3:4])([CH3:3])[CH3:2].[CH2:34]([O:41][C:42]([NH:44][CH2:45][C:46]([F:51])([F:50])[C:47](O)=[O:48])=[O:43])[C:35]1[CH:40]=[CH:39][CH:38]=[CH:37][CH:36]=1.C(N(C(C)C)CC)(C)C.CN(C(ON1N=NC2C=CC=NC1=2)=[N+](C)C)C.F[P-](F)(F)(F)(F)F. Given the product [NH3:8].[C:1]([O:5][C:6]([N:8]1[CH2:9][CH2:10][CH:11]([NH:14][C:15]2[C:20]([NH:21][C:47](=[O:48])[C:46]([F:51])([F:50])[CH2:45][NH:44][C:42]([O:41][CH2:34][C:35]3[CH:40]=[CH:39][CH:38]=[CH:37][CH:36]=3)=[O:43])=[CH:19][N:18]=[C:17]3[N:22]([S:25]([C:28]4[CH:33]=[CH:32][CH:31]=[CH:30][CH:29]=4)(=[O:26])=[O:27])[CH:23]=[CH:24][C:16]=23)[CH2:12][CH2:13]1)=[O:7])([CH3:4])([CH3:2])[CH3:3], predict the reactants needed to synthesize it. (2) Given the product [Cl:12][C:6]1[CH:5]=[C:4]2[C:9]([N:10]=[CH:11][C:2]([NH2:13])=[N:3]2)=[CH:8][CH:7]=1, predict the reactants needed to synthesize it. The reactants are: Cl[C:2]1[CH:11]=[N:10][C:9]2[C:4](=[CH:5][C:6]([Cl:12])=[CH:7][CH:8]=2)[N:3]=1.[NH3:13].CO. (3) Given the product [C:11]([O:15][C:16](=[O:22])[N:17]([CH2:19][CH2:20][O:10][C:5]1[CH:6]=[CH:7][CH:8]=[C:9]2[C:4]=1[CH:3]=[CH:2][NH:1]2)[CH3:18])([CH3:14])([CH3:13])[CH3:12], predict the reactants needed to synthesize it. The reactants are: [NH:1]1[C:9]2[CH:8]=[CH:7][CH:6]=[C:5]([OH:10])[C:4]=2[CH:3]=[CH:2]1.[C:11]([O:15][C:16](=[O:22])[N:17]([CH2:19][CH2:20]O)[CH3:18])([CH3:14])([CH3:13])[CH3:12].N(C(OCC)=O)=NC(OCC)=O.C1(P(C2C=CC=CC=2)C2C=CC=CC=2)C=CC=CC=1.